Dataset: Forward reaction prediction with 1.9M reactions from USPTO patents (1976-2016). Task: Predict the product of the given reaction. (1) The product is: [CH3:23][N:24]([CH2:25][CH:26]1[CH2:31][CH2:30][O:29][CH2:28][CH2:27]1)[C:19]([C:12]1[C:13]([C:15]([F:18])([F:17])[F:16])=[N:14][C:9]([NH:8][C:4]2[CH:5]=[CH:6][CH:7]=[C:2]([Cl:1])[CH:3]=2)=[N:10][CH:11]=1)=[O:20]. Given the reactants [Cl:1][C:2]1[CH:3]=[C:4]([NH:8][C:9]2[N:14]=[C:13]([C:15]([F:18])([F:17])[F:16])[C:12]([C:19](O)=[O:20])=[CH:11][N:10]=2)[CH:5]=[CH:6][CH:7]=1.Cl.[CH3:23][NH:24][CH2:25][CH:26]1[CH2:31][CH2:30][O:29][CH2:28][CH2:27]1, predict the reaction product. (2) Given the reactants OCCN1CCN(CC(NC2C(SC)=NC(C)=CC=2SC)=O)CC1.O[CH2:26][CH2:27][N:28]1[CH2:33][CH2:32][N:31]([CH2:34][C:35]([NH:37][C:38]2[C:39]([N:51]3[CH2:56][CH2:55][O:54][CH2:53][CH2:52]3)=[N:40][C:41]([CH3:50])=[CH:42][C:43]=2[N:44]2[CH2:49][CH2:48][O:47][CH2:46][CH2:45]2)=[O:36])[CH2:30][CH2:29]1.SC1NC2C=CC=CC=2N=1.[SH:67][C:68]1[O:69][C:70]2[C:76]([CH:77]([CH3:79])[CH3:78])=[CH:75][C:74]([Cl:80])=[C:73]([CH3:81])[C:71]=2[N:72]=1, predict the reaction product. The product is: [Cl:80][C:74]1[CH:75]=[C:76]([CH:77]([CH3:78])[CH3:79])[C:70]2[O:69][C:68]([S:67][CH2:26][CH2:27][N:28]3[CH2:29][CH2:30][N:31]([CH2:34][C:35]([NH:37][C:38]4[C:39]([N:51]5[CH2:56][CH2:55][O:54][CH2:53][CH2:52]5)=[N:40][C:41]([CH3:50])=[CH:42][C:43]=4[N:44]4[CH2:45][CH2:46][O:47][CH2:48][CH2:49]4)=[O:36])[CH2:32][CH2:33]3)=[N:72][C:71]=2[C:73]=1[CH3:81]. (3) The product is: [CH:1]([CH:4]1[C:13]2=[N:26][NH:27][C:15](=[O:16])[C:11]3[CH:10]=[CH:9][CH:8]=[C:7]([C:12]=32)[NH:6][CH:5]1[C:19]1[CH:20]=[CH:21][CH:22]=[CH:23][CH:24]=1)([CH3:2])[CH3:3]. Given the reactants [CH:1]([CH:4]1[C:13](=O)[C:12]2[C:11]([C:15](OC)=[O:16])=[CH:10][CH:9]=[CH:8][C:7]=2[NH:6][CH:5]1[C:19]1[CH:24]=[CH:23][CH:22]=[CH:21][CH:20]=1)([CH3:3])[CH3:2].O.[NH2:26][NH2:27], predict the reaction product. (4) Given the reactants [C:1]([O:9][CH:10](Cl)[CH3:11])(=[O:8])[C:2]1[CH:7]=[CH:6][CH:5]=[CH:4][CH:3]=1.[CH3:13][C:14]1[C:15]([CH2:26][S:27][C:28]2[NH:29][C:30]3[CH:36]=[CH:35][CH:34]=[CH:33][C:31]=3[N:32]=2)=[N:16][CH:17]=[CH:18][C:19]=1[O:20][CH2:21][C:22]([F:25])([F:24])[F:23].[I-].[Na+].C(=O)([O-])[O-].[K+].[K+], predict the reaction product. The product is: [C:1]([O:9][CH:10]([N:29]1[C:30]2[CH:36]=[CH:35][CH:34]=[CH:33][C:31]=2[N:32]=[C:28]1[S:27][CH2:26][C:15]1[C:14]([CH3:13])=[C:19]([O:20][CH2:21][C:22]([F:23])([F:24])[F:25])[CH:18]=[CH:17][N:16]=1)[CH3:11])(=[O:8])[C:2]1[CH:7]=[CH:6][CH:5]=[CH:4][CH:3]=1. (5) Given the reactants Br[C:2]1[C:7]([CH3:8])=[CH:6][C:5]([Br:9])=[CH:4][N:3]=1.[C:10]([O:14][C:15]([N:17]1[CH2:22][CH2:21][NH:20][CH2:19][CH2:18]1)=[O:16])([CH3:13])([CH3:12])[CH3:11].CCN(C(C)C)C(C)C, predict the reaction product. The product is: [C:10]([O:14][C:15]([N:17]1[CH2:22][CH2:21][N:20]([C:2]2[C:7]([CH3:8])=[CH:6][C:5]([Br:9])=[CH:4][N:3]=2)[CH2:19][CH2:18]1)=[O:16])([CH3:13])([CH3:11])[CH3:12]. (6) Given the reactants [F:1][C:2]([F:18])([F:17])[C:3]1[CH:8]=[CH:7][C:6]([C:9]2[O:13][N:12]=[CH:11][C:10]=2[C:14]([OH:16])=O)=[CH:5][CH:4]=1.[CH2:19]1[CH2:24][NH:23][CH2:22][CH:21]([C:25]([F:28])([F:27])[F:26])[CH2:20]1, predict the reaction product. The product is: [F:26][C:25]([F:28])([F:27])[CH:21]1[CH2:20][CH2:19][CH2:24][N:23]([C:14]([C:10]2[CH:11]=[N:12][O:13][C:9]=2[C:6]2[CH:5]=[CH:4][C:3]([C:2]([F:1])([F:18])[F:17])=[CH:8][CH:7]=2)=[O:16])[CH2:22]1. (7) Given the reactants [C:1]([O:5][C:6]([N:8]1[C:17]2[C:12](=[CH:13][CH:14]=[CH:15][CH:16]=2)[C:11](=[O:18])[CH2:10][C:9]1([CH3:20])[CH3:19])=[O:7])([CH3:4])([CH3:3])[CH3:2].I[CH3:22].[H-].[Na+], predict the reaction product. The product is: [C:1]([O:5][C:6]([N:8]1[C:17]2[C:12](=[CH:13][CH:14]=[CH:15][CH:16]=2)[C:11](=[O:18])[CH:10]([CH3:22])[C:9]1([CH3:20])[CH3:19])=[O:7])([CH3:4])([CH3:2])[CH3:3].